Dataset: NCI-60 drug combinations with 297,098 pairs across 59 cell lines. Task: Regression. Given two drug SMILES strings and cell line genomic features, predict the synergy score measuring deviation from expected non-interaction effect. (1) Drug 1: COC1=NC(=NC2=C1N=CN2C3C(C(C(O3)CO)O)O)N. Drug 2: CC1CCC2CC(C(=CC=CC=CC(CC(C(=O)C(C(C(=CC(C(=O)CC(OC(=O)C3CCCCN3C(=O)C(=O)C1(O2)O)C(C)CC4CCC(C(C4)OC)O)C)C)O)OC)C)C)C)OC. Cell line: NCI-H226. Synergy scores: CSS=-1.56, Synergy_ZIP=1.91, Synergy_Bliss=1.84, Synergy_Loewe=-6.76, Synergy_HSA=-3.92. (2) Drug 1: C1=NNC2=C1C(=O)NC=N2. Drug 2: C1CNP(=O)(OC1)N(CCCl)CCCl. Cell line: K-562. Synergy scores: CSS=5.05, Synergy_ZIP=-2.58, Synergy_Bliss=-2.91, Synergy_Loewe=-1.91, Synergy_HSA=-1.88. (3) Drug 1: CC1(CCCN1)C2=NC3=C(C=CC=C3N2)C(=O)N. Drug 2: CCC1=C2N=C(C=C(N2N=C1)NCC3=C[N+](=CC=C3)[O-])N4CCCCC4CCO. Cell line: HT29. Synergy scores: CSS=47.7, Synergy_ZIP=6.67, Synergy_Bliss=8.28, Synergy_Loewe=-46.8, Synergy_HSA=5.05. (4) Drug 1: CC1=C(C(CCC1)(C)C)C=CC(=CC=CC(=CC(=O)O)C)C. Drug 2: CC12CCC3C(C1CCC2OP(=O)(O)O)CCC4=C3C=CC(=C4)OC(=O)N(CCCl)CCCl.[Na+]. Cell line: MDA-MB-231. Synergy scores: CSS=3.06, Synergy_ZIP=2.05, Synergy_Bliss=-5.61, Synergy_Loewe=-4.65, Synergy_HSA=-5.35. (5) Drug 1: C1=NC2=C(N1)C(=S)N=C(N2)N. Drug 2: C1CC(C1)(C(=O)O)C(=O)O.[NH2-].[NH2-].[Pt+2]. Cell line: MDA-MB-435. Synergy scores: CSS=5.10, Synergy_ZIP=-5.80, Synergy_Bliss=-7.26, Synergy_Loewe=-11.0, Synergy_HSA=-7.46. (6) Drug 1: CC1=C(C(=CC=C1)Cl)NC(=O)C2=CN=C(S2)NC3=CC(=NC(=N3)C)N4CCN(CC4)CCO. Drug 2: CCN(CC)CCNC(=O)C1=C(NC(=C1C)C=C2C3=C(C=CC(=C3)F)NC2=O)C. Cell line: KM12. Synergy scores: CSS=6.60, Synergy_ZIP=0.804, Synergy_Bliss=-1.43, Synergy_Loewe=-5.98, Synergy_HSA=-3.75. (7) Drug 1: C1CC(=O)NC(=O)C1N2C(=O)C3=CC=CC=C3C2=O. Drug 2: CC1C(C(CC(O1)OC2CC(CC3=C2C(=C4C(=C3O)C(=O)C5=CC=CC=C5C4=O)O)(C(=O)C)O)N)O. Cell line: SN12C. Synergy scores: CSS=35.7, Synergy_ZIP=-0.797, Synergy_Bliss=-1.48, Synergy_Loewe=-44.2, Synergy_HSA=-0.877.